From a dataset of Experimentally validated miRNA-target interactions with 360,000+ pairs, plus equal number of negative samples. Binary Classification. Given a miRNA mature sequence and a target amino acid sequence, predict their likelihood of interaction. (1) The miRNA is mmu-miR-30b-3p with sequence CUGGGAUGUGGAUGUUUACGUC. The protein sequence of the target gene is MSASLSRAAAALLRWGRSAGGGGLPGAGVRAASSGGQAEQLDALVKKDKVVVFLKGTPEQPQCGFSNAVVQILRLHGVRDYAAYNVLDDPELRQGIKDYSNWPTIPQVYLNGEFVGGCDILLQMHQNGDLVEELKKLGIRSALVDEKDQDSK. Result: 0 (no interaction). (2) The miRNA is hsa-miR-3612 with sequence AGGAGGCAUCUUGAGAAAUGGA. The protein sequence of the target gene is MDAQDCQAAASPEPPGPPARSCVAAWWDMVDRNLRYFPHSCSMLGRKIAALYDSFTSKSLKEHVFLPLIDMLIYFNFFKAPFLVDLKKPELKIPHTVNFYLRVEPGVMLGIWHTVPSCRGEDAKGKDCCWYEAALRDGNPIIVYLHGSAEHRAASHRLKLVKVLSDGGFHVLSVDYRGFGDSTGKPTEEGLTTDAICVYEWTKARSGITPVCLWGHSLGTGVATNAAKVLEEKGCPVDAIVLEAPFTNMWVASINYPLLKIYRNIPGFLRTLMDALRKDKIIFPNDENVKFLSSPLLILH.... Result: 0 (no interaction). (3) The miRNA is mmu-miR-669p-5p with sequence AGUUGUGUGUGCAUGUUCAUGUCU. The protein sequence of the target gene is MAAPGARRPLLLLLLAGLAHGASALFEVKNNGTTCIMASFSASFLTTYETANGSQIVNISLPASAEVLKNGSSCGKENVSDPSLTITFGRGYLLTLNFTKNTTRYSVQHMYFTYNLSDTEHFPNAISKEIYTMDSTTDIKADINKAYRCVSDIRVYMKNVTVVLRDATIQAYLSSGNFSKEETHCTQDGPSPTTGPPSPSPPLVPTNPTVSKYNVTGNNGTCLLASMALQLNITYLKKDNKTVTRAFNISPNDTSSGSCGINLVTLKVENKNRALELQFGMNASSSLFFLQGVRLNMTLP.... Result: 0 (no interaction). (4) The miRNA is hsa-miR-95-3p with sequence UUCAACGGGUAUUUAUUGAGCA. The protein sequence of the target gene is MSDKRQSSHVQSQRIPESFRENSKTELGACGWILVAASFFFVIITFPISIWICIKIVKEYERVIIFRLGRILQGGAKGPGLFFILPCTDSLIKVDMRTISFDIPPQEVLTKDSVTISVDGVVYYRVQNATLAVANITNADSATRLLAQTTLRNALGTKNLSQILSDREEIAHHMQSTLDDATDDWGIKVERVEIKDVKLPVQLQRAMAAEAEAAREARAKVIAAEGEMNASRALKEASMVITESPAALQLRYLQTLTTIAAEKNSTIVFPLPVDMLQGIMGSNH. Result: 0 (no interaction). (5) The miRNA is mmu-miR-687 with sequence CUAUCCUGGAAUGCAGCAAUGA. The protein sequence of the target gene is MPLFLLSLPTPPSASGHERRQRPEAKTSGSEKKYLRAMQANRSQLHSPPGTGSSEDASTPQCVHTRLTGEGSCPHSGDVHIQINSIPKECAENASSRNIRSGVHSCAHGCVHSRLRGHSHSEARLTDDTAAESGDHGSSSFSEFRYLFKWLQKSLPYILILSVKLVMQHITGISLGIGLLTTFMYANKSIVNQVFLRERSSKIQCAWLLVFLAGSSVLLYYTFHSQSLYYSLIFLNPTLDHLSFWEVFWIVGITDFILKFFFMGLKCLILLVPSFIMPFKSKGYWYMLLEELCQYYRTFV.... Result: 0 (no interaction). (6) The miRNA is hsa-miR-3613-5p with sequence UGUUGUACUUUUUUUUUUGUUC. The protein sequence of the target gene is MAAQGVGPGPGSAAPPGLEAARQKLALRRKKVLSTEEMELYELAQAAGGAIDPDVFKILVDLLKLNVAPLAVFQMLKSMCAGQRLASEPQDPAAVSLPTSSVPETRGRNKGSAALGGALALAERSSREGSSQRMPRQPSATRLPKGGGPGKSPTRGST. Result: 0 (no interaction). (7) The protein sequence of the target gene is MSRRYDSRTTIFSPEGRLYQVEYAMEAIGHAGTCLGILANDGVLLAAERRNIHKLLDEVFFSEKIYKLNEDMACSVAGITSDANVLTNELRLIAQRYLLQYQEPIPCEQLVTALCDIKQAYTQFGGKRPFGVSLLYIGWDKHYGFQLYQSDPSGNYGGWKATCIGNNSAAAVSMLKQDYKEGEMTLKSALALAVKVLNKTMDVSKLSAEKVEIATLTRESGKTVIRVLKQKEVEQLIKKHEEEEAKAEREKKEKEQREKDK. The miRNA is cel-miR-75-3p with sequence UUAAAGCUACCAACCGGCUUCA. Result: 0 (no interaction).